Dataset: Full USPTO retrosynthesis dataset with 1.9M reactions from patents (1976-2016). Task: Predict the reactants needed to synthesize the given product. Given the product [C:35]([OH:47])(=[O:46])[CH2:36][C:37]([CH2:42][C:43]([OH:45])=[O:44])([C:39]([OH:41])=[O:40])[OH:38].[CH2:30]([N:3]([CH2:1][CH3:2])[CH2:4][CH2:5][NH:6][C:7]([C:9]1[C:17]2[CH2:16][CH2:15][CH2:14]/[C:13](=[C:18]3/[C:19](=[O:28])[NH:20][C:21]4[C:26]/3=[CH:25][C:24]([F:27])=[CH:23][CH:22]=4)/[C:12]=2[NH:11][C:10]=1[CH3:29])=[O:8])[CH3:31], predict the reactants needed to synthesize it. The reactants are: [CH2:1]([N:3]([CH2:30][CH3:31])[CH2:4][CH2:5][NH:6][C:7]([C:9]1[C:17]2[CH2:16][CH2:15][CH2:14]/[C:13](=[C:18]3/[C:19](=[O:28])[NH:20][C:21]4[C:26]/3=[CH:25][C:24]([F:27])=[CH:23][CH:22]=4)/[C:12]=2[NH:11][C:10]=1[CH3:29])=[O:8])[CH3:2].C(#N)C.[C:35]([OH:47])(=[O:46])[CH2:36][C:37]([CH2:42][C:43]([OH:45])=[O:44])([C:39]([OH:41])=[O:40])[OH:38].